From a dataset of Full USPTO retrosynthesis dataset with 1.9M reactions from patents (1976-2016). Predict the reactants needed to synthesize the given product. (1) Given the product [CH2:1]([N:5]1[C:13]2[C:8](=[CH:9][CH:10]=[C:11]([C:14]([NH:51][C@@H:52]([CH2:66][C:67]3[CH:68]=[C:69]([F:74])[CH:70]=[C:71]([F:73])[CH:72]=3)[C@H:53]([OH:65])[CH2:54][NH:55][CH2:56][C:57]3[CH:62]=[CH:61][CH:60]=[C:59]([CH2:63][CH3:64])[CH:58]=3)=[O:16])[CH:12]=2)[CH:7]=[N:6]1)[CH2:2][CH2:3][CH3:4], predict the reactants needed to synthesize it. The reactants are: [CH2:1]([N:5]1[C:13]2[C:8](=[CH:9][CH:10]=[C:11]([C:14]([OH:16])=O)[CH:12]=2)[CH:7]=[N:6]1)[CH2:2][CH2:3][CH3:4].C1C=CC2N(O)N=NC=2C=1.CN(C(ON1N=NC2C=CC=NC1=2)=[N+](C)C)C.F[P-](F)(F)(F)(F)F.[NH2:51][C@@H:52]([CH2:66][C:67]1[CH:72]=[C:71]([F:73])[CH:70]=[C:69]([F:74])[CH:68]=1)[C@H:53]([OH:65])[CH2:54][NH:55][CH2:56][C:57]1[CH:62]=[CH:61][CH:60]=[C:59]([CH2:63][CH3:64])[CH:58]=1. (2) Given the product [CH3:1][C:2]1[C:3]([Se:16][C:17]#[C:18][C:19]2[CH:20]=[CH:21][C:22]([C:23]([OH:25])=[O:24])=[CH:27][CH:28]=2)=[CH:4][C:5]2[C:6]([CH3:15])([CH3:14])[CH2:7][CH2:8][C:9]([CH3:12])([CH3:13])[C:10]=2[CH:11]=1, predict the reactants needed to synthesize it. The reactants are: [CH3:1][C:2]1[C:3]([Se:16][C:17]#[C:18][C:19]2[CH:28]=[CH:27][C:22]([C:23]([O:25]C)=[O:24])=[CH:21][CH:20]=2)=[CH:4][C:5]2[C:6]([CH3:15])([CH3:14])[CH2:7][CH2:8][C:9]([CH3:13])([CH3:12])[C:10]=2[CH:11]=1.CCCCCCC.